Predict the reactants needed to synthesize the given product. From a dataset of Full USPTO retrosynthesis dataset with 1.9M reactions from patents (1976-2016). (1) Given the product [CH3:13][N:14]([CH3:18])[CH2:15][CH2:16][N:1]1[C:5]2=[N:6][CH:7]=[CH:8][CH:9]=[C:4]2[CH:3]=[CH:2]1, predict the reactants needed to synthesize it. The reactants are: [NH:1]1[C:5]2=[N:6][CH:7]=[CH:8][CH:9]=[C:4]2[CH:3]=[CH:2]1.[H-].[Na+].Cl.[CH3:13][N:14]([CH3:18])[CH2:15][CH2:16]Cl. (2) Given the product [N:40]1[CH:39]=[CH:38][CH:33]=[CH:34][C:35]=1[CH2:36][N:37]1[C:2]2[C:7](=[CH:6][C:5]3[C:10]4([C:18]5[C:13](=[CH:14][CH:15]=[CH:16][CH:17]=5)[NH:12][C:11]4=[O:26])[CH2:27][O:28][C:4]=3[CH:3]=2)[CH:8]=[N:9]1, predict the reactants needed to synthesize it. The reactants are: F[C:2]1[C:7]([C:8]#[N:9])=[CH:6][C:5]2[C:10]3([CH2:27][O:28][C:4]=2[CH:3]=1)[C:18]1[C:13](=[CH:14][CH:15]=[CH:16][CH:17]=1)[N:12](CC1C=CC=CN=1)[C:11]3=[O:26].FC1[C:35]([C:36]#[N:37])=[CH:34][C:33]2[C:38]3(COC=2C=1)C1C(=CC=CC=1)[N:40](CC1C=CC=CC=1C(F)(F)F)[C:39]3=O. (3) Given the product [CH2:1]([NH:3][CH:11]1[CH2:15][CH2:14][CH:13]([C:16]2[C:24]3[C:19](=[CH:20][CH:21]=[C:22]([NH:25][C:26]([C:28]4[S:29][CH:30]=[CH:31][CH:32]=4)=[NH:27])[CH:23]=3)[NH:18][CH:17]=2)[CH2:12]1)[CH3:2], predict the reactants needed to synthesize it. The reactants are: [CH2:1]([N:3]([CH:11]1[CH2:15][CH2:14][CH:13]([C:16]2[C:24]3[C:19](=[CH:20][CH:21]=[C:22]([NH:25][C:26]([C:28]4[S:29][CH:30]=[CH:31][CH:32]=4)=[NH:27])[CH:23]=3)[NH:18][CH:17]=2)[CH2:12]1)C(=O)OC(C)(C)C)[CH3:2].C(O)(C(F)(F)F)=O.[NH4+].[OH-]. (4) Given the product [Br:1][C:2]1[CH:10]=[C:9]2[C:5]([C:6]([C:12](=[O:16])[C:13]([O:19][CH3:18])=[O:14])=[CH:7][N:8]2[CH3:11])=[CH:4][CH:3]=1, predict the reactants needed to synthesize it. The reactants are: [Br:1][C:2]1[CH:10]=[C:9]2[C:5]([CH:6]=[CH:7][N:8]2[CH3:11])=[CH:4][CH:3]=1.[C:12](Cl)(=[O:16])[C:13](Cl)=[O:14].[CH3:18][OH:19]. (5) Given the product [N:16]([CH:6]1[CH2:10][O:9][CH:8]2[CH:11]([O:14][CH3:15])[CH2:12][O:13][CH:7]12)=[N+:17]=[N-:18], predict the reactants needed to synthesize it. The reactants are: CS(O[CH:6]1[CH2:10][O:9][CH:8]2[CH:11]([O:14][CH3:15])[CH2:12][O:13][CH:7]12)(=O)=O.[N-:16]=[N+:17]=[N-:18].[Na+]. (6) Given the product [C:1]([O:5][C:6](=[O:19])[NH:7][C@@H:8]([CH2:9][C:10]1[CH:15]=[CH:14][CH:13]=[CH:12][CH:11]=1)[C@H:16]([OH:17])[CH2:18][NH:26][CH:20]1[CH2:25][CH2:24][CH2:23][CH2:22][CH2:21]1)([CH3:4])([CH3:3])[CH3:2], predict the reactants needed to synthesize it. The reactants are: [C:1]([O:5][C:6](=[O:19])[NH:7][C@H:8]([C@H:16]1[CH2:18][O:17]1)[CH2:9][C:10]1[CH:15]=[CH:14][CH:13]=[CH:12][CH:11]=1)([CH3:4])([CH3:3])[CH3:2].[CH:20]1([NH2:26])[CH2:25][CH2:24][CH2:23][CH2:22][CH2:21]1. (7) The reactants are: S(Cl)(Cl)=O.[CH2:5]([O:8][CH2:9][C:10]([OH:12])=O)[CH:6]=[CH2:7].Cl.[CH3:14][NH:15][O:16][CH3:17].CN1CCOCC1. Given the product [CH2:5]([O:8][CH2:9][C:10]([N:15]([O:16][CH3:17])[CH3:14])=[O:12])[CH:6]=[CH2:7], predict the reactants needed to synthesize it.